From a dataset of Catalyst prediction with 721,799 reactions and 888 catalyst types from USPTO. Predict which catalyst facilitates the given reaction. (1) Reactant: [CH2:1](O)[CH3:2].[NH2:4][C:5]1[C:13]([Cl:14])=[CH:12][CH:11]=[CH:10][C:6]=1[C:7]([OH:9])=[O:8].S(=O)(=O)(O)O. Product: [NH2:4][C:5]1[C:13]([Cl:14])=[CH:12][CH:11]=[CH:10][C:6]=1[C:7]([O:9][CH2:1][CH3:2])=[O:8]. The catalyst class is: 13. (2) Reactant: [CH3:1][C:2](=[O:7])[CH2:3][C:4](=[O:6])[CH3:5].O.[CH3:9][O:10][C:11]1[CH:12]=[C:13]([CH:16]=[CH:17][CH:18]=1)[CH2:14]Br. Product: [CH3:9][O:10][C:11]1[CH:12]=[C:13]([CH:16]=[CH:17][CH:18]=1)[CH2:14][CH:3]([C:2](=[O:7])[CH3:1])[C:4](=[O:6])[CH3:5]. The catalyst class is: 7.